This data is from Full USPTO retrosynthesis dataset with 1.9M reactions from patents (1976-2016). The task is: Predict the reactants needed to synthesize the given product. (1) Given the product [OH:52][C@@:14]1([CH3:13])[CH2:16][C@H:15]1[O:17][C@H:18]1[CH2:23][CH2:22][C@H:21]([N:24]2[C:29](=[O:30])[C:28]([CH2:31][C:32]3[CH:37]=[CH:36][C:35]([C:38]4[CH:43]=[CH:42][CH:41]=[CH:40][C:39]=4[C:44]4[NH:45][C:4](=[O:7])[O:5][N:3]=4)=[CH:34][CH:33]=3)=[C:27]([CH2:46][CH2:47][CH3:48])[N:26]3[N:49]=[CH:50][CH:51]=[C:25]23)[CH2:20][CH2:19]1, predict the reactants needed to synthesize it. The reactants are: [Cl-].O[NH3+:3].[C:4](=[O:7])([O-])[OH:5].[Na+].CS(C)=O.[CH3:13][C:14]1([O:52][Si](CC)(CC)CC)[CH2:16][CH:15]1[O:17][C@H:18]1[CH2:23][CH2:22][C@H:21]([N:24]2[C:29](=[O:30])[C:28]([CH2:31][C:32]3[CH:37]=[CH:36][C:35]([C:38]4[C:39]([C:44]#[N:45])=[CH:40][CH:41]=[CH:42][CH:43]=4)=[CH:34][CH:33]=3)=[C:27]([CH2:46][CH2:47][CH3:48])[N:26]3[N:49]=[CH:50][CH:51]=[C:25]23)[CH2:20][CH2:19]1. (2) Given the product [CH3:18][N:17]1[C:16]2[CH:19]=[CH:20][CH:21]=[CH:22][C:15]=2[N:14]=[C:13]1[CH:11]1[CH2:12][N:9]([C:4]2[CH:3]=[C:2]([C:29]3[C:24]([CH3:23])=[N:25][CH:26]=[CH:27][CH:28]=3)[N:7]=[C:6]([CH3:8])[N:5]=2)[CH2:10]1, predict the reactants needed to synthesize it. The reactants are: Cl[C:2]1[N:7]=[C:6]([CH3:8])[N:5]=[C:4]([N:9]2[CH2:12][CH:11]([C:13]3[N:17]([CH3:18])[C:16]4[CH:19]=[CH:20][CH:21]=[CH:22][C:15]=4[N:14]=3)[CH2:10]2)[CH:3]=1.[CH3:23][C:24]1[C:29](B(O)O)=[CH:28][CH:27]=[CH:26][N:25]=1.C(=O)([O-])[O-].[Cs+].[Cs+]. (3) Given the product [CH3:4][C:5]1[CH:6]=[CH:7][C:8]([N:22]2[N:23]=[CH:24][CH:25]=[N:26]2)=[C:9]([CH:21]=1)[C:10]([N:12]1[CH2:16][CH2:15][CH2:14][C@H:13]1[C:17]([NH:2][NH2:3])=[O:19])=[O:11], predict the reactants needed to synthesize it. The reactants are: O.[NH2:2][NH2:3].[CH3:4][C:5]1[CH:6]=[CH:7][C:8]([N:22]2[N:26]=[CH:25][CH:24]=[N:23]2)=[C:9]([CH:21]=1)[C:10]([N:12]1[CH2:16][CH2:15][CH2:14][C@H:13]1[C:17]([O:19]C)=O)=[O:11]. (4) Given the product [CH2:4]([O:3][C:1]([C:20]1[N:25]=[C:24]([O:26][CH3:27])[C:23]([N:28]2[CH:32]=[C:31]([CH3:33])[N:30]=[CH:29]2)=[CH:22][CH:21]=1)=[CH2:2])[CH3:5], predict the reactants needed to synthesize it. The reactants are: [CH2:1]([O:3][C:4]([Sn](CCCC)(CCCC)CCCC)=[CH2:5])[CH3:2].Br[C:20]1[N:25]=[C:24]([O:26][CH3:27])[C:23]([N:28]2[CH:32]=[C:31]([CH3:33])[N:30]=[CH:29]2)=[CH:22][CH:21]=1. (5) Given the product [C:16]1([C:3]2[C:2]([N:31]3[CH2:32][CH2:33][N:28]([C:22]4[CH:27]=[CH:26][CH:25]=[CH:24][CH:23]=4)[CH2:29][CH2:30]3)=[N:11][C:10]3[C:5](=[CH:6][CH:7]=[C:8]([C:12]([O:14][CH3:15])=[O:13])[CH:9]=3)[N:4]=2)[CH:21]=[CH:20][CH:19]=[CH:18][CH:17]=1, predict the reactants needed to synthesize it. The reactants are: Br[C:2]1[C:3]([C:16]2[CH:21]=[CH:20][CH:19]=[CH:18][CH:17]=2)=[N:4][C:5]2[C:10]([N:11]=1)=[CH:9][C:8]([C:12]([O:14][CH3:15])=[O:13])=[CH:7][CH:6]=2.[C:22]1([N:28]2[CH2:33][CH2:32][NH:31][CH2:30][CH2:29]2)[CH:27]=[CH:26][CH:25]=[CH:24][CH:23]=1.CCN(C(C)C)C(C)C. (6) Given the product [Cl:23][C:18]1[CH:17]=[C:16]([NH:15][S:12]([C:8]2[C:9]3[CH2:10][CH2:11][C@H:2]([N:1]4[CH2:30][CH2:29][CH2:28][CH2:27]4)[CH2:3][C:4]=3[C:5]([O:24][CH3:25])=[CH:6][CH:7]=2)(=[O:13])=[O:14])[CH:21]=[CH:20][C:19]=1[F:22], predict the reactants needed to synthesize it. The reactants are: [NH2:1][C@H:2]1[CH2:11][CH2:10][C:9]2[C:8]([S:12]([NH:15][C:16]3[CH:21]=[CH:20][C:19]([F:22])=[C:18]([Cl:23])[CH:17]=3)(=[O:14])=[O:13])=[CH:7][CH:6]=[C:5]([O:24][CH3:25])[C:4]=2[CH2:3]1.Br[CH2:27][CH2:28][CH2:29][CH2:30]Br.CCN(C(C)C)C(C)C.[I-].[K+]. (7) Given the product [Cl:1][C:2]1[CH:3]=[CH:4][C:5]([C:8]2[N:12]([C:13]3[CH:18]=[CH:17][C:16]([Cl:19])=[CH:15][C:14]=3[Cl:20])[N:11]=[C:10]([C:21]([N:38]3[CH2:37][CH2:36][C:35]([NH:34][CH2:32][CH3:33])([C:41]([NH2:43])=[O:42])[CH2:40][CH2:39]3)=[O:23])[C:9]=2[CH3:24])=[CH:6][CH:7]=1, predict the reactants needed to synthesize it. The reactants are: [Cl:1][C:2]1[CH:7]=[CH:6][C:5]([C:8]2[N:12]([C:13]3[CH:18]=[CH:17][C:16]([Cl:19])=[CH:15][C:14]=3[Cl:20])[N:11]=[C:10]([C:21]([OH:23])=O)[C:9]=2[CH3:24])=[CH:4][CH:3]=1.C(N(CC)CC)C.[CH2:32]([NH:34][C:35]1([C:41]([NH2:43])=[O:42])[CH2:40][CH2:39][NH:38][CH2:37][CH2:36]1)[CH3:33].F[P-](F)(F)(F)(F)F.N1(O[P+](N(C)C)(N(C)C)N(C)C)C2C=CC=CC=2N=N1. (8) Given the product [C:1]([O:5][C:6](=[O:19])[NH:7][C:8]1[CH:13]=[CH:12][C:11]([C:14]([F:17])([F:16])[F:15])=[CH:10][C:9]=1[NH:18][C:25](=[O:24])[CH2:26][C:27]([C:29]1[CH:34]=[CH:33][CH:32]=[C:31]([C:35]2[CH:36]=[C:37]([CH3:42])[N:38]=[C:39]([CH3:41])[CH:40]=2)[CH:30]=1)=[O:28])([CH3:4])([CH3:2])[CH3:3], predict the reactants needed to synthesize it. The reactants are: [C:1]([O:5][C:6](=[O:19])[NH:7][C:8]1[CH:13]=[CH:12][C:11]([C:14]([F:17])([F:16])[F:15])=[CH:10][C:9]=1[NH2:18])([CH3:4])([CH3:3])[CH3:2].C([O:24][C:25](=O)[CH2:26][C:27]([C:29]1[CH:34]=[CH:33][CH:32]=[C:31]([C:35]2[CH:40]=[C:39]([CH3:41])[N:38]=[C:37]([CH3:42])[CH:36]=2)[CH:30]=1)=[O:28])(C)(C)C. (9) Given the product [CH:11]1([N:8]2[CH:7]=[N:6][C:5]3[C:9]2=[N:10][C:2]([C:34]#[N:35])=[N:3][C:4]=3[NH:16][C:17]2[CH:22]=[CH:21][CH:20]=[CH:19][C:18]=2[O:23][CH2:24][CH2:25][CH2:26][N:27]2[CH2:32][CH2:31][N:30]([CH3:33])[CH2:29][CH2:28]2)[CH2:15][CH2:14][CH2:13][CH2:12]1, predict the reactants needed to synthesize it. The reactants are: Cl[C:2]1[N:10]=[C:9]2[C:5]([N:6]=[CH:7][N:8]2[CH:11]2[CH2:15][CH2:14][CH2:13][CH2:12]2)=[C:4]([NH:16][C:17]2[CH:22]=[CH:21][CH:20]=[CH:19][C:18]=2[O:23][CH2:24][CH2:25][CH2:26][N:27]2[CH2:32][CH2:31][N:30]([CH3:33])[CH2:29][CH2:28]2)[N:3]=1.[C-:34]#[N:35].[Na+].[I-].[K+]. (10) Given the product [F:1][C:2]1[CH:7]=[CH:6][C:5]([C:8]2[C:12]([CH2:57][C:56]3[CH:59]=[CH:60][CH:61]=[CH:62][C:55]=3[S:52]([C:46]3[CH:51]=[CH:50][CH:49]=[CH:48][CH:47]=3)(=[O:54])=[O:53])=[C:11]([CH3:13])[N:10]([CH2:15][C:16]([O:18][CH2:19][CH3:20])=[O:17])[C:9]=2[C:21]2[CH:22]=[CH:23][CH:24]=[CH:25][CH:26]=2)=[CH:4][CH:3]=1, predict the reactants needed to synthesize it. The reactants are: [F:1][C:2]1[CH:7]=[CH:6][C:5]([C:8]2[CH:12]=[C:11]([CH2:13]C)[N:10]([CH2:15][C:16]([O:18][CH2:19][CH3:20])=[O:17])[C:9]=2[C:21]2[CH:26]=[CH:25][CH:24]=[CH:23][CH:22]=2)=[CH:4][CH:3]=1.FC(S(O[Si](C)(C)C)(=O)=O)(F)F.C([SiH](CC)CC)C.[C:46]1([S:52]([C:55]2[CH:62]=[CH:61][CH:60]=[CH:59][C:56]=2[CH:57]=O)(=[O:54])=[O:53])[CH:51]=[CH:50][CH:49]=[CH:48][CH:47]=1.